From a dataset of Reaction yield outcomes from USPTO patents with 853,638 reactions. Predict the reaction yield, written as a fraction of the theoretical maximum amount of product (1.0 means a 100% yield; for example, 0.34 means a 34% yield). (1) The reactants are Cl.[CH:2]1[C:10]2[C:9]3[CH:11]=[CH:12][CH:13]=[CH:14][C:8]=3[S:7][C:6]=2[C:5]([CH:15]([N:19]2[CH2:24][CH2:23][N:22]([CH3:25])[CH2:21][CH2:20]2)[C:16]([OH:18])=[O:17])=[CH:4][CH:3]=1.[Cl:26][C:27]1[CH:28]=[C:29]([NH:34][NH2:35])[CH:30]=[C:31]([Cl:33])[CH:32]=1. No catalyst specified. The product is [CH:16]([OH:18])=[O:17].[CH:6]1[C:10]2[C:9]3[CH:11]=[CH:12][CH:13]=[CH:14][C:8]=3[S:7][C:2]=2[CH:3]=[CH:4][C:5]=1[CH:15]([N:19]1[CH2:20][CH2:21][N:22]([CH3:25])[CH2:23][CH2:24]1)[C:16]([NH:35][NH:34][C:29]1[CH:28]=[C:27]([Cl:26])[CH:32]=[C:31]([Cl:33])[CH:30]=1)=[O:17]. The yield is 0.110. (2) The reactants are [CH:1]([C:3]1[CH:7]=[CH:6][N:5]([C:8]2[CH:13]=[CH:12][CH:11]=[CH:10][C:9]=2[OH:14])[CH:4]=1)=O.C([BH3-])#N.[Na+].B(F)(F)F.C(=O)(O)[O-].[Na+]. The catalyst is O1CCCC1.C(OC)(C)(C)C. The product is [CH3:1][C:3]1[CH:7]=[CH:6][N:5]([C:8]2[CH:13]=[CH:12][CH:11]=[CH:10][C:9]=2[OH:14])[CH:4]=1. The yield is 0.110. (3) The reactants are [CH3:1][C:2]1[NH:6][C:5]2[C:7]([C:17]([O:19]C)=[O:18])=[CH:8][C:9]([N:11]3[CH2:16][CH2:15][O:14][CH2:13][CH2:12]3)=[CH:10][C:4]=2[N:3]=1.[CH3:21][C:22]1[CH:29]=[CH:28][C:27]([C:30]([F:33])([F:32])[F:31])=[CH:26][C:23]=1[CH2:24]Br.C(=O)([O-])[O-].[K+].[K+].[OH-].[Li+]. The catalyst is CN(C)C=O.O1CCCC1.O. The product is [CH3:1][C:2]1[N:3]([CH2:24][C:23]2[CH:26]=[C:27]([C:30]([F:31])([F:32])[F:33])[CH:28]=[CH:29][C:22]=2[CH3:21])[C:4]2[CH:10]=[C:9]([N:11]3[CH2:16][CH2:15][O:14][CH2:13][CH2:12]3)[CH:8]=[C:7]([C:17]([OH:19])=[O:18])[C:5]=2[N:6]=1. The yield is 0.254.